This data is from Reaction yield outcomes from USPTO patents with 853,638 reactions. The task is: Predict the reaction yield, written as a fraction of the theoretical maximum amount of product (1.0 means a 100% yield; for example, 0.34 means a 34% yield). The reactants are [F:1][C:2]1[C:3]([CH3:18])=[C:4]([C:10]2[CH:15]=[CH:14][CH:13]=[C:12]([CH:16]=[O:17])[CH:11]=2)[C:5]([CH3:9])=[CH:6][C:7]=1[OH:8].CC1C=CC(S(O[CH2:30][CH2:31][CH2:32][S:33]([CH3:36])(=[O:35])=[O:34])(=O)=O)=CC=1.C(=O)([O-])[O-].[K+].[K+].O. The catalyst is CN(C)C=O. The product is [F:1][C:2]1[C:3]([CH3:18])=[C:4]([C:10]2[CH:15]=[CH:14][CH:13]=[C:12]([CH:16]=[O:17])[CH:11]=2)[C:5]([CH3:9])=[CH:6][C:7]=1[O:8][CH2:30][CH2:31][CH2:32][S:33]([CH3:36])(=[O:35])=[O:34]. The yield is 0.950.